From a dataset of Full USPTO retrosynthesis dataset with 1.9M reactions from patents (1976-2016). Predict the reactants needed to synthesize the given product. (1) Given the product [C:30]([O:29][C:27]([N:23]1[CH2:24][CH2:25][CH2:26][C@@H:21]([C:19](=[O:20])[C:6]2[CH:7]=[CH:8][CH:9]=[C:4]([F:3])[C:5]=2[F:10])[CH2:22]1)=[O:28])([CH3:33])([CH3:32])[CH3:31].[F:3][C:4]1[C:5]([F:10])=[CH:6][CH:7]=[CH:8][C:9]=1[C:19]([C@@H:21]1[CH2:26][CH2:25][CH2:24][N:23]([C:27]([O:29][C:30]([CH3:33])([CH3:32])[CH3:31])=[O:28])[CH2:22]1)=[O:20], predict the reactants needed to synthesize it. The reactants are: N#N.[F:3][C:4]1[CH:9]=[CH:8][CH:7]=[CH:6][C:5]=1[F:10].[Li]CCCC.CON(C)[C:19]([C@@H:21]1[CH2:26][CH2:25][CH2:24][N:23]([C:27]([O:29][C:30]([CH3:33])([CH3:32])[CH3:31])=[O:28])[CH2:22]1)=[O:20]. (2) Given the product [CH:8]1([C@H:14]([NH:19][C:20]([C:22]2[CH:27]=[C:26]([Cl:28])[C:25]([Cl:29])=[CH:24][C:23]=2[NH:30][C:31]([NH:33][C:34]2[C:35]([Cl:41])=[CH:36][CH:37]=[CH:38][C:39]=2[Cl:40])=[O:32])=[O:21])[C:15]([OH:17])=[O:16])[CH2:13][CH2:12][CH2:11][CH2:10][CH2:9]1, predict the reactants needed to synthesize it. The reactants are: FC(F)(F)C(O)=O.[CH:8]1([C@H:14]([NH:19][C:20]([C:22]2[CH:27]=[C:26]([Cl:28])[C:25]([Cl:29])=[CH:24][C:23]=2[NH:30][C:31]([NH:33][C:34]2[C:39]([Cl:40])=[CH:38][CH:37]=[CH:36][C:35]=2[Cl:41])=[O:32])=[O:21])[C:15]([O:17]C)=[O:16])[CH2:13][CH2:12][CH2:11][CH2:10][CH2:9]1. (3) Given the product [CH3:12][N:13]([CH:15]=[C:2]([C:3]([CH3:5])=[O:4])[C:1]([O:7][CH2:8][CH3:9])=[O:6])[CH3:14], predict the reactants needed to synthesize it. The reactants are: [C:1]([O:7][CH2:8][CH3:9])(=[O:6])[CH2:2][C:3]([CH3:5])=[O:4].CO[CH:12](OC)[N:13]([CH3:15])[CH3:14]. (4) Given the product [CH:1]1([CH2:6][CH:7]([N:11]2[C:19]3[C:14](=[CH:15][C:16]([O:20][C:21]([F:22])([F:24])[F:23])=[CH:17][CH:18]=3)[C:13](=[O:25])[C:12]2=[O:26])[C:8]([NH:32][C:28]2[S:27][CH:31]=[CH:30][N:29]=2)=[O:9])[CH2:2][CH2:3][CH2:4][CH2:5]1, predict the reactants needed to synthesize it. The reactants are: [CH:1]1([CH2:6][CH:7]([N:11]2[C:19]3[C:14](=[CH:15][C:16]([O:20][C:21]([F:24])([F:23])[F:22])=[CH:17][CH:18]=3)[C:13](=[O:25])[C:12]2=[O:26])[C:8](O)=[O:9])[CH2:5][CH2:4][CH2:3][CH2:2]1.[S:27]1[CH:31]=[CH:30][N:29]=[C:28]1[NH2:32].C(N(CC)C(C)C)(C)C.F[P-](F)(F)(F)(F)F.N1(O[P+](N(C)C)(N(C)C)N(C)C)C2C=CC=CC=2N=N1. (5) Given the product [CH3:35][CH:34]([CH3:36])/[CH:2]=[CH:3]/[S:4]([C:7]1[CH:8]=[CH:9][C:10]([C:13]2[CH:18]=[CH:17][CH:16]=[C:15]([CH2:19][NH:20][C:21]([C:23]3[NH:32][C:31](=[O:33])[C:30]4[C:25](=[CH:26][CH:27]=[CH:28][CH:29]=4)[N:24]=3)=[O:22])[CH:14]=2)=[CH:11][CH:12]=1)(=[O:5])=[O:6], predict the reactants needed to synthesize it. The reactants are: O[CH:2]([CH:34]([CH3:36])[CH3:35])[CH2:3][S:4]([C:7]1[CH:12]=[CH:11][C:10]([C:13]2[CH:18]=[CH:17][CH:16]=[C:15]([CH2:19][NH:20][C:21]([C:23]3[NH:32][C:31](=[O:33])[C:30]4[C:25](=[CH:26][CH:27]=[CH:28][CH:29]=4)[N:24]=3)=[O:22])[CH:14]=2)=[CH:9][CH:8]=1)(=[O:6])=[O:5].C(N(CC)CC)C.CS(Cl)(=O)=O. (6) Given the product [CH3:1][C:2]([CH3:9])([CH2:7][C:6](=[O:8])[O:10][C@H:11]1[CH2:28][CH2:27][C@@:26]2([CH3:29])[C@@H:13]([CH2:14][CH2:15][C@:16]3([CH3:56])[C@@H:25]2[CH2:24][CH2:23][C@H:22]2[C@@:17]3([CH3:55])[CH2:18][CH2:19][C@@:20]3([C:37]([N:39]4[CH2:43][CH2:42][CH2:41][C@H:40]4[C:44]4[NH:45][C:46]([C:49]5[CH:50]=[CH:51][CH:52]=[CH:53][CH:54]=5)=[CH:47][N:48]=4)=[O:38])[CH2:32][CH2:31][C@@H:30]([C:33]4([CH3:36])[CH2:35][CH2:34]4)[C@@H:21]32)[C:12]1([CH3:58])[CH3:57])[C:3]([OH:5])=[O:4], predict the reactants needed to synthesize it. The reactants are: [CH3:1][C:2]1([CH3:9])[CH2:7][C:6](=[O:8])[O:5][C:3]1=[O:4].[OH:10][C@H:11]1[CH2:28][CH2:27][C@@:26]2([CH3:29])[C@@H:13]([CH2:14][CH2:15][C@:16]3([CH3:56])[C@@H:25]2[CH2:24][CH2:23][C@H:22]2[C@@:17]3([CH3:55])[CH2:18][CH2:19][C@@:20]3([C:37]([N:39]4[CH2:43][CH2:42][CH2:41][C@@H:40]4[C:44]4[NH:45][C:46]([C:49]5[CH:54]=[CH:53][CH:52]=[CH:51][CH:50]=5)=[CH:47][N:48]=4)=[O:38])[CH2:32][CH2:31][C@@H:30]([C:33]4([CH3:36])[CH2:35][CH2:34]4)[C@@H:21]32)[C:12]1([CH3:58])[CH3:57]. (7) Given the product [CH3:14][NH:15][CH:10]1[CH2:11][N:8]([C:1]([O:3][C:4]([CH3:7])([CH3:6])[CH3:5])=[O:2])[CH2:9]1, predict the reactants needed to synthesize it. The reactants are: [C:1]([N:8]1[CH2:11][C:10](=O)[CH2:9]1)([O:3][C:4]([CH3:7])([CH3:6])[CH3:5])=[O:2].Cl.[CH3:14][NH2:15].